Dataset: Reaction yield outcomes from USPTO patents with 853,638 reactions. Task: Predict the reaction yield, written as a fraction of the theoretical maximum amount of product (1.0 means a 100% yield; for example, 0.34 means a 34% yield). (1) The reactants are [NH2:1][C:2]1[C:3]([C:19]([OH:21])=O)=[N:4][C:5]([C:8]2[CH2:9][CH2:10][N:11]([S:14]([CH2:17][CH3:18])(=[O:16])=[O:15])[CH2:12][CH:13]=2)=[CH:6][N:7]=1.C1N=CN(C(N2C=NC=C2)=O)C=1.C(N(CC)CC)C.[CH3:41][C:42]1[CH:47]=[C:46]([NH2:48])[CH:45]=[CH:44][N:43]=1. The catalyst is CN(C1C=CN=CC=1)C. The product is [NH2:1][C:2]1[C:3]([C:19]([NH:48][C:46]2[CH:45]=[CH:44][N:43]=[C:42]([CH3:41])[CH:47]=2)=[O:21])=[N:4][C:5]([C:8]2[CH2:9][CH2:10][N:11]([S:14]([CH2:17][CH3:18])(=[O:15])=[O:16])[CH2:12][CH:13]=2)=[CH:6][N:7]=1. The yield is 0.210. (2) The reactants are [C:1]([C@H:5]1[CH2:10][NH:9][CH2:8][CH2:7][NH:6]1)([CH3:4])([CH3:3])[CH3:2].C(N(CC)CC)C.[C:18]([O:22][C:23](O[C:23]([O:22][C:18]([CH3:21])([CH3:20])[CH3:19])=[O:24])=[O:24])([CH3:21])([CH3:20])[CH3:19]. The catalyst is C(Cl)Cl. The product is [C:18]([O:22][C:23]([N:9]1[CH2:8][CH2:7][NH:6][C@@H:5]([C:1]([CH3:4])([CH3:3])[CH3:2])[CH2:10]1)=[O:24])([CH3:21])([CH3:20])[CH3:19]. The yield is 0.690. (3) The reactants are [C:1]([O:5][C:6]([NH:8][C@H:9]1[CH2:14][CH2:13][C@@H:12]([CH2:15]O)[CH2:11][CH2:10]1)=[O:7])([CH3:4])([CH3:3])[CH3:2].C1(P(C2C=CC=CC=2)C2C=CC=CC=2)C=CC=CC=1.[C:36]1(=[O:46])[NH:40][C:39](=[O:41])[C:38]2=[CH:42][CH:43]=[CH:44][CH:45]=[C:37]12.N(C(OC(C)C)=O)=NC(OC(C)C)=O. The catalyst is C1COCC1. The product is [C:1]([O:5][C:6]([NH:8][C@H:9]1[CH2:10][CH2:11][C@@H:12]([CH2:15][N:40]2[C:39](=[O:41])[C:38]3[CH:42]=[CH:43][CH:44]=[CH:45][C:37]=3[C:36]2=[O:46])[CH2:13][CH2:14]1)=[O:7])([CH3:2])([CH3:3])[CH3:4]. The yield is 0.620. (4) The reactants are Cl[C:2]1[CH:3]=[C:4]([CH:7]=[CH:8][C:9]=1[N:10]=[C:11]=[S:12])[C:5]#[N:6].[C:13]([C:15]([NH:18][C:19]1[CH:28]=[CH:27][C:22]([C:23](NC)=O)=[C:21](F)[CH:20]=1)([CH3:17])[CH3:16])#N.C([OH:32])C.Cl.[CH3:34][N:35](C=O)C. No catalyst specified. The product is [CH3:16][C:15]1([CH3:17])[C:13](=[O:32])[N:10]([C:9]2[CH:8]=[C:7]([C:34]#[N:35])[C:4](=[CH:3][CH:2]=2)[C:5]#[N:6])[C:11](=[S:12])[N:18]1[C:19]1[CH:20]=[CH:21][C:22]([CH3:23])=[CH:27][CH:28]=1. The yield is 0.0830. (5) The reactants are [NH2:1][CH2:2][CH2:3][CH2:4][N:5]1[CH2:10][CH2:9][O:8][CH2:7][CH2:6]1.[C:11]([O:15][CH2:16][CH3:17])(=[O:14])[CH:12]=O.CC(O)=O.[BH3-]C#N.[Na+]. The catalyst is CO.C([O-])(O)=O.[Na+]. The product is [CH2:16]([O:15][C:11](=[O:14])[CH2:12][NH:1][CH2:2][CH2:3][CH2:4][N:5]1[CH2:10][CH2:9][O:8][CH2:7][CH2:6]1)[CH3:17]. The yield is 0.470. (6) The product is [C:28]([C:25]1([C:21]2[CH:20]=[C:19]([CH:24]=[CH:23][CH:22]=2)[C:18]([NH:17][C:13]2[CH:12]=[C:11]([CH:16]=[CH:15][CH:14]=2)[O:10][C:7]2[CH:8]=[CH:9][C:4]3[N:5]([CH:31]=[C:2]([NH:1][C:38](=[O:39])[C:35]4[CH:36]=[CH:37][N:32]=[CH:33][CH:34]=4)[N:3]=3)[N:6]=2)=[O:30])[CH2:27][CH2:26]1)#[N:29]. The yield is 0.590. The catalyst is CN(C)C=O.CN1CCCC1=O. The reactants are [NH2:1][C:2]1[N:3]=[C:4]2[CH:9]=[CH:8][C:7]([O:10][C:11]3[CH:12]=[C:13]([NH:17][C:18](=[O:30])[C:19]4[CH:24]=[CH:23][CH:22]=[C:21]([C:25]5([C:28]#[N:29])[CH2:27][CH2:26]5)[CH:20]=4)[CH:14]=[CH:15][CH:16]=3)=[N:6][N:5]2[CH:31]=1.[N:32]1[CH:37]=[CH:36][C:35]([C:38](O)=[O:39])=[CH:34][CH:33]=1.C(Cl)(=O)C(Cl)=O.O1CCCC1.